From a dataset of Reaction yield outcomes from USPTO patents with 853,638 reactions. Predict the reaction yield, written as a fraction of the theoretical maximum amount of product (1.0 means a 100% yield; for example, 0.34 means a 34% yield). (1) The reactants are [C:1]([C:3]1[CH:4]=[C:5]2[C:9](=[CH:10][CH:11]=1)[NH:8][CH:7]=[CH:6]2)#[N:2].[C:12]([O:16][C:17]([N:19]1[CH2:24][CH2:23][C:22](=O)[CH2:21][CH2:20]1)=[O:18])([CH3:15])([CH3:14])[CH3:13].N1CCCC1. The catalyst is C(O)C. The product is [C:12]([O:16][C:17]([N:19]1[CH2:20][CH:21]=[C:22]([C:6]2[C:5]3[C:9](=[CH:10][CH:11]=[C:3]([C:1]#[N:2])[CH:4]=3)[NH:8][CH:7]=2)[CH2:23][CH2:24]1)=[O:18])([CH3:15])([CH3:13])[CH3:14]. The yield is 0.680. (2) The yield is 0.338. The catalyst is O1CCOCC1. The product is [F:12][C:10]1[CH:11]=[C:6]([CH:7]=[C:8]([F:24])[C:9]=1[O:13][C:14]1[CH:19]=[N:18][C:17]([C:20]([F:21])([F:22])[F:23])=[N:16][CH:15]=1)[CH2:5][CH2:4][O:3][C:1]1[NH:2][CH:36]=[C:35]([CH2:40][C:41]2[CH:46]=[N:45][CH:44]=[N:43][CH:42]=2)[C:33](=[O:34])[N:25]=1. The reactants are [C:1](=[NH:25])([O:3][CH2:4][CH2:5][C:6]1[CH:11]=[C:10]([F:12])[C:9]([O:13][C:14]2[CH:15]=[N:16][C:17]([C:20]([F:23])([F:22])[F:21])=[N:18][CH:19]=2)=[C:8]([F:24])[CH:7]=1)[NH2:2].FC(F)(F)C([O-])=O.[CH:33]([CH:35]([CH2:40][C:41]1[CH:42]=[N:43][CH:44]=[N:45][CH:46]=1)[C:36](OC)=O)=[O:34].C([O-])([O-])=O.[K+].[K+].